This data is from Reaction yield outcomes from USPTO patents with 853,638 reactions. The task is: Predict the reaction yield, written as a fraction of the theoretical maximum amount of product (1.0 means a 100% yield; for example, 0.34 means a 34% yield). (1) The reactants are [CH3:1][O:2][B:3](OC)OC.[F:8][C:9]1[CH:14]=[CH:13][C:12]([Mg]Br)=[CH:11][CH:10]=1. The catalyst is O1CCCC1. The product is [F:8][C:9]1[CH:14]=[CH:13][C:12]([B:3]([C:12]2[CH:13]=[CH:14][C:9]([F:8])=[CH:10][CH:11]=2)[O:2][CH3:1])=[CH:11][CH:10]=1. The yield is 0.890. (2) The reactants are [CH3:1][S:2][C:3]1[CH:11]=[C:10]2[C:6]([C:7](=[O:13])[C:8](=[O:12])[NH:9]2)=[CH:5][CH:4]=1.[H-].[Na+].[CH3:16][O:17][C:18](=[O:27])[CH:19](Br)[CH2:20][CH:21]1[CH2:25][CH2:24][CH2:23][CH2:22]1. The catalyst is CN(C)C=O.O. The product is [CH3:16][O:17][C:18](=[O:27])[CH:19]([N:9]1[C:10]2[C:6](=[CH:5][CH:4]=[C:3]([S:2][CH3:1])[CH:11]=2)[C:7](=[O:13])[C:8]1=[O:12])[CH2:20][CH:21]1[CH2:22][CH2:23][CH2:24][CH2:25]1. The yield is 0.610. (3) The reactants are FC(F)(F)S(O[C:7]1[CH:8]=[C:9]2[C:14](=[CH:15][CH:16]=1)[CH:13]([C:17]([O:19][CH3:20])=[O:18])[CH2:12][CH2:11][CH2:10]2)(=O)=O.[OH:23][C:24]1[CH:29]=[CH:28][C:27](B(O)O)=[CH:26][CH:25]=1.C(=O)([O-])[O-].[Na+].[Na+].C(OCC)(=O)C. The catalyst is COCCOC.O.C1C=CC([P]([Pd]([P](C2C=CC=CC=2)(C2C=CC=CC=2)C2C=CC=CC=2)([P](C2C=CC=CC=2)(C2C=CC=CC=2)C2C=CC=CC=2)[P](C2C=CC=CC=2)(C2C=CC=CC=2)C2C=CC=CC=2)(C2C=CC=CC=2)C2C=CC=CC=2)=CC=1. The product is [OH:23][C:24]1[CH:29]=[CH:28][C:27]([C:7]2[CH:8]=[C:9]3[C:14](=[CH:15][CH:16]=2)[CH:13]([C:17]([O:19][CH3:20])=[O:18])[CH2:12][CH2:11][CH2:10]3)=[CH:26][CH:25]=1. The yield is 0.660. (4) The reactants are C(OC([N:8]1[C:12]2[CH:13]=[CH:14][CH:15]=[CH:16][C:11]=2[N:10]=[C:9]1[CH2:17][N:18]([CH2:29][C:30]1[CH:35]=[CH:34][C:33]([C:36]#[N:37])=[CH:32][C:31]=1[C:38]([O:40][CH3:41])=[O:39])[CH:19]1[C:28]2[N:27]=[CH:26][CH:25]=[CH:24][C:23]=2[CH2:22][CH2:21][CH2:20]1)=O)(C)(C)C.CO. The catalyst is N.[Ni]. The product is [CH3:41][O:40][C:38](=[O:39])[C:31]1[CH:32]=[C:33]([CH2:36][NH2:37])[CH:34]=[CH:35][C:30]=1[CH2:29][N:18]([CH2:17][C:9]1[NH:8][C:12]2[CH:13]=[CH:14][CH:15]=[CH:16][C:11]=2[N:10]=1)[CH:19]1[C:28]2[N:27]=[CH:26][CH:25]=[CH:24][C:23]=2[CH2:22][CH2:21][CH2:20]1. The yield is 0.710. (5) The reactants are [Cl:1][C:2]1[C:7](/[C:8](/O)=[CH:9]\[C:10]2[CH:15]=[CH:14][N:13]=[C:12]([Cl:16])[N:11]=2)=[CH:6][CH:5]=[CH:4][C:3]=1[NH:18][S:19]([C:22]1[CH:27]=[C:26]([F:28])[CH:25]=[CH:24][C:23]=1[F:29])(=[O:21])=[O:20].C1C(=O)N(Br)C(=O)C1.[CH3:38][C:39]([CH3:44])([CH3:43])[C:40](=[S:42])[NH2:41]. The catalyst is CC(N(C)C)=O.CCOC(C)=O. The product is [Cl:1][C:2]1[C:7]([C:8]2[N:41]=[C:40]([C:39]([CH3:44])([CH3:43])[CH3:38])[S:42][C:9]=2[C:10]2[CH:15]=[CH:14][N:13]=[C:12]([Cl:16])[N:11]=2)=[CH:6][CH:5]=[CH:4][C:3]=1[NH:18][S:19]([C:22]1[CH:27]=[C:26]([F:28])[CH:25]=[CH:24][C:23]=1[F:29])(=[O:21])=[O:20]. The yield is 0.360. (6) The catalyst is C1COCC1. The reactants are [CH:1]1([C:7]2[N:8]=[N:9][N:10]3[C:15]=2[C:14]2[CH:16]=[CH:17][N:18](COCC[Si](C)(C)C)[C:13]=2[N:12]=[CH:11]3)[CH2:6][CH2:5][CH2:4][CH2:3][CH2:2]1.CCCC[N+](CCCC)(CCCC)CCCC.[F-]. The product is [CH:1]1([C:7]2[N:8]=[N:9][N:10]3[C:15]=2[C:14]2[CH:16]=[CH:17][NH:18][C:13]=2[N:12]=[CH:11]3)[CH2:2][CH2:3][CH2:4][CH2:5][CH2:6]1. The yield is 0.0700. (7) The reactants are [NH:1]1[C:10]2[C:5](=[CH:6][CH:7]=[CH:8][CH:9]=2)[CH2:4][CH2:3][CH2:2]1.[Li][CH2:12][CH2:13][CH2:14][CH3:15].C(=O)=O.C([Li])(C)(C)C.[CH3:24][C:25]1(C)[C:29](=O)C=[CH:27][C:26]1(C)C. The catalyst is C1COCC1.CCCCC. The product is [CH3:12][CH:13]1[C:24]([C:6]2[CH:7]=[CH:8][CH:9]=[C:10]3[C:5]=2[CH2:4][CH2:3][CH2:2][NH:1]3)=[C:25]([CH3:29])[C:26]([CH3:27])=[C:14]1[CH3:15]. The yield is 0.410. (8) The reactants are O=P(Cl)(Cl)[Cl:3].[CH3:6][O:7][C:8]([C:10]1[NH:11][C:12]2[C:21]([C:22](=O)[CH:23]=1)=[C:20]([CH3:25])[CH:19]=[C:18]1[C:13]=2[N:14]=[CH:15][CH:16]=[CH:17]1)=[O:9].O. The catalyst is CC#N.C(Cl)Cl.C([O-])([O-])=O.[K+].[K+]. The product is [CH3:6][O:7][C:8]([C:10]1[CH:23]=[C:22]([Cl:3])[C:21]2[C:12](=[C:13]3[C:18](=[CH:19][C:20]=2[CH3:25])[CH:17]=[CH:16][CH:15]=[N:14]3)[N:11]=1)=[O:9]. The yield is 0.680.